Regression. Given a peptide amino acid sequence and an MHC pseudo amino acid sequence, predict their binding affinity value. This is MHC class II binding data. From a dataset of Peptide-MHC class II binding affinity with 134,281 pairs from IEDB. (1) The peptide sequence is AAGAATTAAGAASGA. The MHC is DRB1_0301 with pseudo-sequence DRB1_0301. The binding affinity (normalized) is 0. (2) The peptide sequence is LRPTFDTRLMRLEDE. The MHC is HLA-DQA10401-DQB10402 with pseudo-sequence HLA-DQA10401-DQB10402. The binding affinity (normalized) is 0.404.